From a dataset of Full USPTO retrosynthesis dataset with 1.9M reactions from patents (1976-2016). Predict the reactants needed to synthesize the given product. (1) Given the product [Cl:1][C:2]1[C:10]2[N:9]=[C:8]([O:11][C:12]3[C:17]([CH3:18])=[CH:16][C:15]([Cl:19])=[CH:14][C:13]=3[Cl:20])[N:7]([CH3:21])[C:6]=2[C:5]([C:22](=[CH2:26])[CH2:23][CH3:24])=[CH:4][CH:3]=1, predict the reactants needed to synthesize it. The reactants are: [Cl:1][C:2]1[C:10]2[N:9]=[C:8]([O:11][C:12]3[C:17]([CH3:18])=[CH:16][C:15]([Cl:19])=[CH:14][C:13]=3[Cl:20])[N:7]([CH3:21])[C:6]=2[C:5]([C:22](=O)[CH2:23][CH3:24])=[CH:4][CH:3]=1.[C:26](=O)([O-])O.[Na+]. (2) Given the product [Cl:15][C:16]1[C:24]([Cl:25])=[C:23]([F:26])[CH:22]=[CH:21][C:17]=1[C:18]([Cl:1])=[O:19], predict the reactants needed to synthesize it. The reactants are: [Cl:1]C1C(C(F)(F)F)=CC=CC=1C(Cl)=O.[Cl:15][C:16]1[C:24]([Cl:25])=[C:23]([F:26])[CH:22]=[CH:21][C:17]=1[C:18](O)=[O:19].ClC1C(C(F)(F)F)=CC=CC=1C(O)=O.ClC1C(Cl)=C(F)C=CC=1C(N1C=CC2N(C3C=CC=CN=3)N=NC=2C1C)=O.